From a dataset of Catalyst prediction with 721,799 reactions and 888 catalyst types from USPTO. Predict which catalyst facilitates the given reaction. (1) Reactant: [CH:1]1([CH2:5][C:6]([C:17]2[CH:22]=[CH:21][C:20]([S:23]([CH3:25])=[O:24])=[CH:19][CH:18]=2)([C:8]2[NH:16][C:11]3=[N:12][CH:13]=[CH:14][CH:15]=[C:10]3[CH:9]=2)[OH:7])[CH2:4][CH2:3][CH2:2]1.[Mn]([O-])(=O)(=O)=[O:27].[K+]. Product: [CH:1]1([CH2:5][C:6]([C:17]2[CH:22]=[CH:21][C:20]([S:23]([CH3:25])(=[O:27])=[O:24])=[CH:19][CH:18]=2)([C:8]2[NH:16][C:11]3=[N:12][CH:13]=[CH:14][CH:15]=[C:10]3[CH:9]=2)[OH:7])[CH2:4][CH2:3][CH2:2]1. The catalyst class is: 24. (2) Reactant: Cl[C:2]1[N:7]=[C:6]2[S:8][CH:9]=[CH:10][C:5]2=[CH:4][C:3]=1[CH:11]([N:13]1[C:21](=[O:22])[C:20]2[C:15](=[CH:16][CH:17]=[CH:18][CH:19]=2)[C:14]1=[O:23])[CH3:12].C([Sn](CCCC)(CCCC)[C:29]1[CH:34]=[CH:33][CH:32]=[CH:31][N:30]=1)CCC. Product: [N:30]1[CH:31]=[CH:32][CH:33]=[CH:34][C:29]=1[C:2]1[N:7]=[C:6]2[S:8][CH:9]=[CH:10][C:5]2=[CH:4][C:3]=1[CH:11]([N:13]1[C:21](=[O:22])[C:20]2[C:15](=[CH:16][CH:17]=[CH:18][CH:19]=2)[C:14]1=[O:23])[CH3:12]. The catalyst class is: 77. (3) Reactant: [F:1][C:2]1[CH:10]=[C:9]2[C:5]([CH:6]=[N:7][NH:8]2)=[CH:4][C:3]=1[C:11]#[N:12].[O:13]1[CH:18]=[CH:17][CH2:16][CH2:15][CH2:14]1.CC1C=CC(S(O)(=O)=O)=CC=1. Product: [F:1][C:2]1[CH:10]=[C:9]2[C:5]([CH:6]=[N:7][N:8]2[CH:14]2[CH2:15][CH2:16][CH2:17][CH2:18][O:13]2)=[CH:4][C:3]=1[C:11]#[N:12]. The catalyst class is: 2. (4) Reactant: [CH3:1][C:2]1[O:23][C:5]2[CH2:6][N:7]([CH3:22])[CH2:8][CH2:9][CH:10]([O:11][C:12]3[C:21]4[C:16](=[CH:17][CH:18]=[CH:19][CH:20]=4)[CH:15]=[CH:14][CH:13]=3)[C:4]=2[CH:3]=1.[C:24]([OH:33])(=[O:32])[C@H:25]([C@@H:27]([C:29]([OH:31])=[O:30])[OH:28])[OH:26]. Product: [C:29]([C@H:27]([C@@H:25]([C:24]([OH:33])=[O:32])[OH:26])[OH:28])([OH:31])=[O:30].[CH3:1][C:2]1[O:23][C:5]2[CH2:6][N:7]([CH3:22])[CH2:8][CH2:9][CH:10]([O:11][C:12]3[C:21]4[C:16](=[CH:17][CH:18]=[CH:19][CH:20]=4)[CH:15]=[CH:14][CH:13]=3)[C:4]=2[CH:3]=1. The catalyst class is: 5. (5) Reactant: [F:1][C:2]([F:42])([F:41])[C@H:3]([N:28]1[CH2:32][CH2:31][C@H:30]([NH:33][C:34](=[O:40])[O:35][C:36]([CH3:39])([CH3:38])[CH3:37])[CH2:29]1)[C:4]1[CH:5]=[CH:6][C:7]2[N:8]([C:10]([C:13]3[CH:22]=[CH:21][C:20]4[C:15](=[CH:16][C:17]([O:24][CH2:25][CH2:26][OH:27])=[C:18]([F:23])[CH:19]=4)[N:14]=3)=[N:11][N:12]=2)[CH:9]=1.CCN(CC)CC.[C:50](Cl)(=[O:54])[CH:51]([CH3:53])[CH3:52]. Product: [C:50]([O:27][CH2:26][CH2:25][O:24][C:17]1[CH:16]=[C:15]2[C:20]([CH:21]=[CH:22][C:13]([C:10]3[N:8]4[CH:9]=[C:4]([C@@H:3]([N:28]5[CH2:32][CH2:31][C@H:30]([NH:33][C:34]([O:35][C:36]([CH3:39])([CH3:37])[CH3:38])=[O:40])[CH2:29]5)[C:2]([F:1])([F:41])[F:42])[CH:5]=[CH:6][C:7]4=[N:12][N:11]=3)=[N:14]2)=[CH:19][C:18]=1[F:23])(=[O:54])[CH:51]([CH3:53])[CH3:52]. The catalyst class is: 2. (6) Reactant: [NH2:1][C:2]1[CH:7]=[C:6]([Br:8])[CH:5]=[CH:4][C:3]=1[NH:9][C:10](=O)[CH2:11][CH2:12][CH2:13][CH2:14][CH2:15][CH2:16][C:17]([O:19][CH3:20])=[O:18].C(O)(=O)C. Product: [Br:8][C:6]1[CH:5]=[CH:4][C:3]2[NH:9][C:10]([CH2:11][CH2:12][CH2:13][CH2:14][CH2:15][CH2:16][C:17]([O:19][CH3:20])=[O:18])=[N:1][C:2]=2[CH:7]=1. The catalyst class is: 11.